From a dataset of Forward reaction prediction with 1.9M reactions from USPTO patents (1976-2016). Predict the product of the given reaction. (1) Given the reactants [Cl:1][CH:2]([Cl:23])[C:3]([N:5]1[C@H:9]([CH2:10][F:11])[C@@H:8]([C:12]2[CH:17]=[CH:16][C:15]([S:18]([CH3:21])(=[O:20])=[O:19])=[CH:14][CH:13]=2)[O:7]C1=O)=[O:4].O.[Li+].[OH-], predict the reaction product. The product is: [CH3:21][S:18]([C:15]1[CH:16]=[CH:17][C:12]([C@@H:8]([OH:7])[C@H:9]([NH:5][C:3]([CH:2]([Cl:23])[Cl:1])=[O:4])[CH2:10][F:11])=[CH:13][CH:14]=1)(=[O:20])=[O:19]. (2) The product is: [CH2:19]([O:18][C:17]1[CH:16]=[CH:15][C:14]([NH:11][C:12]([NH:10][CH2:9][CH2:8][CH2:7][N:6]2[C:2]([CH3:1])=[CH:3][N:4]=[CH:5]2)=[S:13])=[CH:27][CH:26]=1)[C:20]1[CH:21]=[CH:22][CH:23]=[CH:24][CH:25]=1. Given the reactants [CH3:1][C:2]1[N:6]([CH2:7][CH2:8][CH2:9][NH2:10])[CH:5]=[N:4][CH:3]=1.[N:11]([C:14]1[CH:27]=[CH:26][C:17]([O:18][CH2:19][C:20]2[CH:25]=[CH:24][CH:23]=[CH:22][CH:21]=2)=[CH:16][CH:15]=1)=[C:12]=[S:13], predict the reaction product. (3) Given the reactants C([N:8]1[CH2:12][C@H:11]([CH2:13][C:14]2[CH:19]=[CH:18][CH:17]=[CH:16][CH:15]=2)[C@@H:10]([CH2:20][N:21]([C:29]2[CH:34]=[CH:33][CH:32]=[CH:31][CH:30]=2)[C:22]2[CH:23]=[C:24]([OH:28])[CH:25]=[CH:26][CH:27]=2)[CH2:9]1)C1C=CC=CC=1.CC#N, predict the reaction product. The product is: [CH2:13]([C@H:11]1[CH2:12][NH:8][CH2:9][C@@H:10]1[CH2:20][N:21]([C:29]1[CH:34]=[CH:33][CH:32]=[CH:31][CH:30]=1)[C:22]1[CH:23]=[C:24]([OH:28])[CH:25]=[CH:26][CH:27]=1)[C:14]1[CH:19]=[CH:18][CH:17]=[CH:16][CH:15]=1. (4) Given the reactants Br[C:2]1[CH:16]=[C:15]([Cl:17])[CH:14]=[CH:13][C:3]=1[O:4][CH2:5][C:6]([O:8][C:9]([CH3:12])([CH3:11])[CH3:10])=[O:7].[Cl:18][C:19]1[CH:24]=[CH:23][C:22](B(O)O)=[CH:21][CH:20]=1, predict the reaction product. The product is: [Cl:18][C:19]1[CH:24]=[CH:23][C:22]([C:2]2[CH:16]=[C:15]([Cl:17])[CH:14]=[CH:13][C:3]=2[O:4][CH2:5][C:6]([O:8][C:9]([CH3:12])([CH3:11])[CH3:10])=[O:7])=[CH:21][CH:20]=1. (5) Given the reactants Cl[C:2]1[C:3](=[O:18])[N:4]([CH:15]([CH3:17])[CH3:16])[S:5](=[O:14])(=[O:13])[C:6]=1[C:7]1[CH:12]=[CH:11][CH:10]=[CH:9][CH:8]=1.[CH3:19][C:20]1[C:24]([CH2:25][CH2:26][NH2:27])=[C:23]([CH3:28])[O:22][N:21]=1, predict the reaction product. The product is: [CH3:19][C:20]1[C:24]([CH2:25][CH2:26][NH:27][C:2]2[C:3](=[O:18])[N:4]([CH:15]([CH3:17])[CH3:16])[S:5](=[O:14])(=[O:13])[C:6]=2[C:7]2[CH:12]=[CH:11][CH:10]=[CH:9][CH:8]=2)=[C:23]([CH3:28])[O:22][N:21]=1. (6) Given the reactants [C:1]([O:5][C:6]([N:8]1[CH2:13][C:12](=O)[N:11]([C:15]2[CH:20]=[CH:19][C:18]([O:21][CH2:22][CH2:23][CH2:24][S:25][CH2:26][C:27]3[CH:32]=[CH:31][CH:30]=[CH:29][C:28]=3[O:33][CH3:34])=[CH:17][CH:16]=2)[C@@H:10]([CH2:35][O:36][C:37]2[CH:46]=[CH:45][C:44]3[C:39](=[CH:40][CH:41]=[CH:42][CH:43]=3)[CH:38]=2)[CH2:9]1)=[O:7])([CH3:4])([CH3:3])[CH3:2].C(C(C(C([O-])=O)O)O)([O-])=O.[K+].[Na+], predict the reaction product. The product is: [C:1]([O:5][C:6]([N:8]1[CH2:13][CH2:12][N:11]([C:15]2[CH:20]=[CH:19][C:18]([O:21][CH2:22][CH2:23][CH2:24][S:25][CH2:26][C:27]3[CH:32]=[CH:31][CH:30]=[CH:29][C:28]=3[O:33][CH3:34])=[CH:17][CH:16]=2)[C@@H:10]([CH2:35][O:36][C:37]2[CH:46]=[CH:45][C:44]3[C:39](=[CH:40][CH:41]=[CH:42][CH:43]=3)[CH:38]=2)[CH2:9]1)=[O:7])([CH3:4])([CH3:2])[CH3:3]. (7) The product is: [NH2:1][C:2]1[N:7]=[CH:6][C:5]([O:8][C:9]2[CH:18]=[C:17]([F:19])[CH:16]=[CH:15][C:10]=2[C:11]([O:13][CH3:14])=[O:12])=[CH:4][C:3]=1[Br:20]. Given the reactants [NH2:1][C:2]1[N:7]=[CH:6][C:5]([O:8][C:9]2[CH:18]=[C:17]([F:19])[CH:16]=[CH:15][C:10]=2[C:11]([O:13][CH3:14])=[O:12])=[CH:4][CH:3]=1.[Br:20]N1C(=O)CCC1=O, predict the reaction product. (8) Given the reactants [H-].[Na+].Br[C:4]1[CH:9]=[CH:8][C:7]([CH:10]([OH:15])[C:11]([F:14])([F:13])[F:12])=[CH:6][CH:5]=1.Br[CH:17]([CH2:22][CH:23]([CH3:25])[CH3:24])[C:18]([O:20][CH3:21])=[O:19].Cl, predict the reaction product. The product is: [CH3:24][CH:23]([CH3:25])[CH2:22][CH:17]([O:15][CH:10]([C:7]1[CH:8]=[CH:9][CH:4]=[CH:5][CH:6]=1)[C:11]([F:14])([F:13])[F:12])[C:18]([O:20][CH3:21])=[O:19]. (9) Given the reactants [NH2:1][C:2]1[N:7]=[C:6](Br)[C:5]([C:9]#[N:10])=[C:4]([S:11][CH3:12])[N:3]=1.[CH3:13][C:14]1[CH:18]=[C:17]([CH3:19])[NH:16][N:15]=1.C(=O)([O-])[O-].[Cs+].[Cs+], predict the reaction product. The product is: [NH2:1][C:2]1[N:7]=[C:6]([N:15]2[C:14]([CH3:13])=[CH:18][C:17]([CH3:19])=[N:16]2)[C:5]([C:9]#[N:10])=[C:4]([S:11][CH3:12])[N:3]=1. (10) The product is: [CH3:13][O:12][C:9]1[CH:10]=[CH:11][C:6]([CH2:5][N:3]([CH3:2])[NH2:4])=[CH:7][CH:8]=1. Given the reactants [Li].[CH3:2][N:3]([C:5](=O)[C:6]1[CH:11]=[CH:10][C:9]([O:12][CH3:13])=[CH:8][CH:7]=1)[NH2:4].O.[OH-].[Na+], predict the reaction product.